From a dataset of Full USPTO retrosynthesis dataset with 1.9M reactions from patents (1976-2016). Predict the reactants needed to synthesize the given product. (1) The reactants are: Cl[C:2]1[CH:14]=[C:13]([CH3:15])[C:5]([C:6]([O:8][C:9]([CH3:12])([CH3:11])[CH3:10])=[O:7])=[C:4]([N:16]2[CH2:21][CH2:20][C:19]([CH3:23])([CH3:22])[CH2:18][CH2:17]2)[N:3]=1.C(=[NH:37])(C1C=CC=CC=1)C1C=CC=CC=1.CC1(C)C2C(=C(P(C3C=CC=CC=3)C3C=CC=CC=3)C=CC=2)OC2C(P(C3C=CC=CC=3)C3C=CC=CC=3)=CC=CC1=2.C([O-])([O-])=O.[Cs+].[Cs+].C([O-])(=O)C.[Na+].Cl.NO.[OH-].[Na+]. Given the product [NH2:37][C:2]1[CH:14]=[C:13]([CH3:15])[C:5]([C:6]([O:8][C:9]([CH3:12])([CH3:11])[CH3:10])=[O:7])=[C:4]([N:16]2[CH2:21][CH2:20][C:19]([CH3:23])([CH3:22])[CH2:18][CH2:17]2)[N:3]=1, predict the reactants needed to synthesize it. (2) Given the product [Cl:1][CH2:2][CH:3]1[C:11]2[C:10]3[CH:12]=[CH:13][C:14]([S:16]([NH:19][NH:20][C:21]([O:23][C:24]([CH3:26])([CH3:27])[CH3:25])=[O:22])(=[O:17])=[O:18])=[CH:15][C:9]=3[C:8]([N+:28]([O-:30])=[O:29])=[CH:7][C:6]=2[N:5]([C:46]([C:41]2[NH:42][C:43]3[C:39]([CH:40]=2)=[CH:38][C:37]([O:36][CH2:35][CH2:34][N:33]([CH3:49])[CH3:32])=[CH:45][CH:44]=3)=[O:47])[CH2:4]1, predict the reactants needed to synthesize it. The reactants are: [Cl:1][CH2:2][CH:3]1[C:11]2[C:10]3[CH:12]=[CH:13][C:14]([S:16]([NH:19][NH:20][C:21]([O:23][C:24]([CH3:27])([CH3:26])[CH3:25])=[O:22])(=[O:18])=[O:17])=[CH:15][C:9]=3[C:8]([N+:28]([O-:30])=[O:29])=[CH:7][C:6]=2[NH:5][CH2:4]1.Cl.[CH3:32][N:33]([CH3:49])[CH2:34][CH2:35][O:36][C:37]1[CH:38]=[C:39]2[C:43](=[CH:44][CH:45]=1)[NH:42][C:41]([C:46](O)=[O:47])=[CH:40]2.CCN=C=NCCCN(C)C.CC1C=CC(S(O)(=O)=O)=CC=1. (3) Given the product [C:42]([OH:49])(=[O:48])[CH2:43][CH2:44][C:45]([OH:47])=[O:46].[C:42]([OH:49])(=[O:48])[CH2:43][CH2:44][C:45]([OH:47])=[O:46].[C:36]1([CH:7]([C:1]2[CH:6]=[CH:5][CH:4]=[CH:3][CH:2]=2)[O:8][CH:9]2[CH2:10][CH2:11][N:12]([CH2:15][CH2:16][CH2:17][NH:18][C:19]3[CH:20]=[CH:21][C:22]4[N:23]([CH:25]=[C:26]([C:28]([CH3:35])([CH3:34])[C:29]([O:31][CH2:32][CH3:33])=[O:30])[N:27]=4)[N:24]=3)[CH2:13][CH2:14]2)[CH:41]=[CH:40][CH:39]=[CH:38][CH:37]=1, predict the reactants needed to synthesize it. The reactants are: [C:1]1([CH:7]([C:36]2[CH:41]=[CH:40][CH:39]=[CH:38][CH:37]=2)[O:8][CH:9]2[CH2:14][CH2:13][N:12]([CH2:15][CH2:16][CH2:17][NH:18][C:19]3[CH:20]=[CH:21][C:22]4[N:23]([CH:25]=[C:26]([C:28]([CH3:35])([CH3:34])[C:29]([O:31][CH2:32][CH3:33])=[O:30])[N:27]=4)[N:24]=3)[CH2:11][CH2:10]2)[CH:6]=[CH:5][CH:4]=[CH:3][CH:2]=1.[C:42]([OH:49])(=[O:48])[CH2:43][CH2:44][C:45]([OH:47])=[O:46]. (4) Given the product [C:11]([C:9]1[CH:8]=[CH:7][N:6]2[CH:2]=[C:3]([NH:17][C:18]([NH:20][CH2:21][CH3:22])=[O:19])[N:4]=[C:5]2[CH:10]=1)(=[O:26])[CH3:16], predict the reactants needed to synthesize it. The reactants are: Cl[C:2]1[N:6]2[CH:7]=[CH:8][C:9]([C:11]3C=NC=C[CH:16]=3)=[CH:10][C:5]2=[N:4][C:3]=1[NH:17][C:18]([NH:20][CH2:21][CH3:22])=[O:19].ClCC(NC(NCC)=O)=[O:26].C(N(C(C)C)C(C)C)C. (5) Given the product [NH2:2][C:3]1[C:4]2[C:14]([O:15][CH2:16][C:17]([NH:20][C:30](=[O:31])[C:29]3[CH:33]=[CH:34][N:35]=[C:27]([N:25]4[CH:26]=[C:22]([CH3:21])[N:23]=[CH:24]4)[CH:28]=3)([CH3:18])[CH3:19])=[CH:13][CH:12]=[CH:11][C:5]=2[NH:6][S:7](=[O:10])(=[O:9])[N:8]=1, predict the reactants needed to synthesize it. The reactants are: Cl.[NH2:2][C:3]1[C:4]2[C:14]([O:15][CH2:16][C:17]([NH2:20])([CH3:19])[CH3:18])=[CH:13][CH:12]=[CH:11][C:5]=2[NH:6][S:7](=[O:10])(=[O:9])[N:8]=1.[CH3:21][C:22]1[N:23]=[CH:24][N:25]([C:27]2[CH:28]=[C:29]([CH:33]=[CH:34][N:35]=2)[C:30](O)=[O:31])[CH:26]=1. (6) Given the product [Cl:25][C:21]1[C:3]2[CH2:4][N:5]([C:6](=[O:14])[C:7]3[CH:12]=[CH:11][C:10]([Cl:13])=[CH:9][CH:8]=3)[CH2:15][C:16](=[O:17])[N:1]([CH2:37][C:36]3[CH:39]=[CH:40][C:33]([C:31]([N:26]4[CH2:30][CH:29]=[CH:28][CH2:27]4)=[O:32])=[CH:34][CH:35]=3)[C:2]=2[CH:24]=[CH:23][C:22]=1[CH3:41], predict the reactants needed to synthesize it. The reactants are: [NH2:1][C:2]1[CH:24]=[CH:23][CH:22]=[C:21]([Cl:25])[C:3]=1[CH2:4][N:5]([CH2:15][C:16](OCC)=[O:17])[C:6](=[O:14])[C:7]1[CH:12]=[CH:11][C:10]([Cl:13])=[CH:9][CH:8]=1.[N:26]1([C:31]([C:33]2[CH:40]=[CH:39][C:36]([CH:37]=O)=[CH:35][CH:34]=2)=[O:32])[CH2:30][CH:29]=[CH:28][CH2:27]1.[C:41](O)(=O)C.C(O[BH-](OC(=O)C)OC(=O)C)(=O)C.[Na+].C(N(CC)CC)C. (7) Given the product [C:12]1([C@H:26]([CH3:27])[C:25]([O:24][C:20]([CH3:23])([CH3:22])[CH3:21])=[O:28])[CH:17]=[CH:16][CH:15]=[CH:14][CH:13]=1, predict the reactants needed to synthesize it. The reactants are: [Li]OC(C)=O.FC(F)(F)S(O[C:12]1[CH:17]=[CH:16][CH:15]=[CH:14][CH:13]=1)(=O)=O.[C:20]([O:24]/[C:25](/[O:28][Si](C)(C)C)=[CH:26]\[CH3:27])([CH3:23])([CH3:22])[CH3:21].